This data is from hERG channel blocking data for cardiac toxicity assessment. The task is: Regression/Classification. Given a drug SMILES string, predict its toxicity properties. Task type varies by dataset: regression for continuous values (e.g., LD50, hERG inhibition percentage) or binary classification for toxic/non-toxic outcomes (e.g., AMES mutagenicity, cardiotoxicity, hepatotoxicity). Dataset: herg. (1) The compound is CCc1cc(C(N)=S)ccn1. The result is 0 (non-blocker). (2) The molecule is COc1ccc(C[NH2+]CC(O)COc2ccc3[nH]c(=O)ccc3c2)cc1OC. The result is 1 (blocker). (3) The compound is C[C@H](Cc1ccccc1)[NH2+]CCC(c1ccccc1)c1ccccc1. The result is 1 (blocker). (4) The molecule is Fc1ccc2c([C@@H]3C[NH2+]CC[C@@H]3F)c(C3=CNC=CC3)[nH]c2c1. The result is 1 (blocker). (5) The compound is COC(=O)C1=C(C)NC(C)=C(C(=O)OC(C)C)[C@H]1c1cccc2nonc12. The result is 0 (non-blocker). (6) The drug is CCN(CC)CCNC(=O)c1ccc(N)cc1. The result is 0 (non-blocker). (7) The molecule is CC(C)(C)NC(=O)[C@@H]1C[C@@H]2CCCC[C@@H]2C[NH+]1C[C@@H](O)[C@H](Cc1ccccc1)NC(=O)[C@H](CC(N)=O)NC(=O)c1ccc2ccccc2n1. The result is 1 (blocker).